This data is from Full USPTO retrosynthesis dataset with 1.9M reactions from patents (1976-2016). The task is: Predict the reactants needed to synthesize the given product. (1) Given the product [Cl:22][C:20]1[CH:19]=[CH:18][C:17]([O:23][CH2:24][CH:25]([CH3:27])[CH3:26])=[C:16]([CH2:15][N:11]2[C:12]([CH3:14])=[CH:13][C:9]([NH2:5])=[N:10]2)[CH:21]=1, predict the reactants needed to synthesize it. The reactants are: C[Si](C)(C)CC[N:5]([C:9]1[CH:13]=[C:12]([CH3:14])[N:11]([CH2:15][C:16]2[CH:21]=[C:20]([Cl:22])[CH:19]=[CH:18][C:17]=2[O:23][CH2:24][CH:25]([CH3:27])[CH3:26])[N:10]=1)C(=O)[O-].[F-].C([N+](CCCC)(CCCC)CCCC)CCC. (2) Given the product [OH:39][C@H:4]([C@@H:5]([NH:13][C:14](=[O:38])[C:15]1[CH:20]=[C:19]([C:21]([NH:23][C@@H:24]([C:26]2[CH:31]=[CH:30][CH:29]=[CH:28][CH:27]=2)[CH3:25])=[O:22])[CH:18]=[C:17]([N:32]([CH3:37])[S:33]([CH3:36])(=[O:35])=[O:34])[CH:16]=1)[CH2:6][C:7]1[CH:8]=[CH:9][CH:10]=[CH:11][CH:12]=1)[C:3]([OH:40])=[O:2], predict the reactants needed to synthesize it. The reactants are: C[O:2][C:3](=[O:40])[C@H:4]([OH:39])[C@@H:5]([NH:13][C:14](=[O:38])[C:15]1[CH:20]=[C:19]([C:21]([NH:23][C@@H:24]([C:26]2[CH:31]=[CH:30][CH:29]=[CH:28][CH:27]=2)[CH3:25])=[O:22])[CH:18]=[C:17]([N:32]([CH3:37])[S:33]([CH3:36])(=[O:35])=[O:34])[CH:16]=1)[CH2:6][C:7]1[CH:12]=[CH:11][CH:10]=[CH:9][CH:8]=1.[OH-].[Na+]. (3) Given the product [CH3:16][O:15][CH2:14][CH2:13][CH2:12][S:1][C:2]1[CH:7]=[CH:6][C:5]([B:8]([OH:10])[OH:9])=[CH:4][CH:3]=1, predict the reactants needed to synthesize it. The reactants are: [SH:1][C:2]1[CH:7]=[CH:6][C:5]([B:8]([OH:10])[OH:9])=[CH:4][CH:3]=1.Br[CH2:12][CH2:13][CH2:14][O:15][CH3:16].C([O-])([O-])=O.[K+].[K+].[Na+].[I-].Cl. (4) Given the product [Cl:18][CH2:19][CH2:20][O:1][C:2]1[CH:3]=[C:4]([CH:7]=[CH:8][C:9]=1[O:10][CH3:11])[CH:5]=[O:6], predict the reactants needed to synthesize it. The reactants are: [OH:1][C:2]1[CH:3]=[C:4]([CH:7]=[CH:8][C:9]=1[O:10][CH3:11])[CH:5]=[O:6].C([O-])([O-])=O.[K+].[K+].[Cl:18][CH2:19][CH2:20]Cl. (5) Given the product [CH2:1]([C:4]1[N:5]([CH2:17][CH2:18][C:19]([NH2:28])=[O:21])[C:6]2[C:15]3[CH:14]=[CH:13][CH:12]=[CH:11][C:10]=3[N:9]=[CH:8][C:7]=2[N:16]=1)[CH2:2][CH3:3], predict the reactants needed to synthesize it. The reactants are: [CH2:1]([C:4]1[N:5]([CH2:17][CH2:18][C:19]([O:21]CC)=O)[C:6]2[C:15]3[CH:14]=[CH:13][CH:12]=[CH:11][C:10]=3[N:9]=[CH:8][C:7]=2[N:16]=1)[CH2:2][CH3:3].C([O-])(=O)C.[NH4+:28]. (6) Given the product [CH2:20]([O:19][P:18]([CH2:17][C:16]1[CH:26]=[CH:27][C:13]([NH:12][C:4]2[N:3]=[C:2]([NH:31][C:32]3[CH:33]=[CH:34][C:35]([C@H:43]4[CH2:44][CH2:45][C@H:46]([C:49]([O:51][CH2:52][CH3:53])=[O:50])[CH2:47][CH2:48]4)=[C:36]4[C:40]=3[C:39](=[O:41])[N:38]([CH3:42])[CH2:37]4)[C:7]([C:8]([F:11])([F:10])[F:9])=[CH:6][N:5]=2)=[C:14]([O:28][CH2:29][CH3:30])[CH:15]=1)([O:22][CH2:23][CH3:24])=[O:25])[CH3:21], predict the reactants needed to synthesize it. The reactants are: Cl[C:2]1[C:7]([C:8]([F:11])([F:10])[F:9])=[CH:6][N:5]=[C:4]([NH:12][C:13]2[CH:27]=[CH:26][C:16]([CH2:17][P:18](=[O:25])([O:22][CH2:23][CH3:24])[O:19][CH2:20][CH3:21])=[CH:15][C:14]=2[O:28][CH2:29][CH3:30])[N:3]=1.[NH2:31][C:32]1[CH:33]=[CH:34][C:35]([C@H:43]2[CH2:48][CH2:47][C@H:46]([C:49]([O:51][CH2:52][CH3:53])=[O:50])[CH2:45][CH2:44]2)=[C:36]2[C:40]=1[C:39](=[O:41])[N:38]([CH3:42])[CH2:37]2. (7) Given the product [OH:66][C:61]([CH2:62][CH2:63][CH2:64][CH2:65][C@H:67]1[C@@H:23]2[C@@H:22]([NH:25][C:26]([NH:19]2)=[O:27])[CH2:20][S:21]1)=[O:60], predict the reactants needed to synthesize it. The reactants are: OP([O-])([O-])=O.[K+].[K+].[Cl-].[K+].[O-]S([O-])(=O)=O.[Mg+2].CC1(C)[S:21][C@@H:20]2[C@H:22]([NH:25][C:26]([C@H](N)C3C=CC=CC=3)=[O:27])[C:23](=O)[N:19]2[C@H]1C(O)=O.C1[C@H](N)[C@@H]([O:60][C@H:61]2[O:66][C@H:65]([CH2:67]N)[C@@H:64](O)[C@H:63](O)[C@H:62]2O)[C@H](O)[C@@H]([O:60][C@H:61]2[O:66][C@H:65]([CH2:67]O)[C@@H:64](O)[C@H:63](N)[C@H:62]2O)[C@@H]1N.CC1NC(=O)NC1CCCCCC(O)=O.CC(S[C@@H]1O[C@H](CO)[C@H](O)[C@H](O)[C@H]1O)C.